This data is from Peptide-MHC class I binding affinity with 185,985 pairs from IEDB/IMGT. The task is: Regression. Given a peptide amino acid sequence and an MHC pseudo amino acid sequence, predict their binding affinity value. This is MHC class I binding data. (1) The peptide sequence is WTALMFAAY. The MHC is HLA-A02:10 with pseudo-sequence HLA-A02:10. The binding affinity (normalized) is 0.0847. (2) The peptide sequence is ALDISFTGA. The MHC is HLA-A23:01 with pseudo-sequence HLA-A23:01. The binding affinity (normalized) is 0.359. (3) The peptide sequence is IPSYKKLIM. The MHC is HLA-B54:01 with pseudo-sequence HLA-B54:01. The binding affinity (normalized) is 0.0641. (4) The peptide sequence is YQNEVTPEY. The MHC is HLA-B57:01 with pseudo-sequence HLA-B57:01. The binding affinity (normalized) is 0.0847. (5) The peptide sequence is KRFNITVSK. The MHC is HLA-A26:01 with pseudo-sequence HLA-A26:01. The binding affinity (normalized) is 0.0847.